Dataset: Full USPTO retrosynthesis dataset with 1.9M reactions from patents (1976-2016). Task: Predict the reactants needed to synthesize the given product. (1) Given the product [CH:1]1([C:6]2[S:16][CH2:15][CH:9]([C:10]([O:12][CH2:13][CH3:14])=[O:11])[N:8]=2)[CH2:5][CH2:4][CH2:3][CH2:2]1, predict the reactants needed to synthesize it. The reactants are: [CH:1]1([C:6]([NH:8][CH:9]([CH2:15][SH:16])[C:10]([O:12][CH2:13][CH3:14])=[O:11])=O)[CH2:5][CH2:4][CH2:3][CH2:2]1. (2) The reactants are: [S:1]1[CH:5]=[CH:4][C:3]2[C:6](=[O:9])[CH2:7][CH2:8][C:2]1=2.[H-].[Na+].C(OC(=O)[C:16]1[CH:21]=[CH:20][CH:19]=[N:18][CH:17]=1)C.Cl.C1C[O:27][CH2:26]C1. Given the product [N:18]1[CH:17]=[CH:16][CH:21]=[CH:20][C:19]=1[C:26]([CH:7]1[CH2:8][C:2]2[S:1][CH:5]=[CH:4][C:3]=2[C:6]1=[O:9])=[O:27], predict the reactants needed to synthesize it. (3) Given the product [Br:1][C:2]1[CH:3]=[C:4]([C:5]2([NH2:6])[CH2:15][CH2:14]2)[CH:7]=[C:8]([C:10]([F:11])([F:12])[F:13])[CH:9]=1, predict the reactants needed to synthesize it. The reactants are: [Br:1][C:2]1[CH:3]=[C:4]([CH:7]=[C:8]([C:10]([F:13])([F:12])[F:11])[CH:9]=1)[C:5]#[N:6].[CH2:14]([Mg]Br)[CH3:15].CC1CCCO1.B(F)(F)F.CCOCC. (4) Given the product [ClH:37].[ClH:37].[C:1]([N:4]1[CH2:10][CH2:9][CH2:8][N:7]2[CH:11]([CH:24]([C:31]3[CH:36]=[CH:35][CH:34]=[CH:33][CH:32]=3)[C:25]3[CH:26]=[CH:27][CH:28]=[CH:29][CH:30]=3)[CH2:12][NH:13][CH2:14][C@@H:6]2[CH2:5]1)(=[O:3])[CH3:2], predict the reactants needed to synthesize it. The reactants are: [C:1]([N:4]1[CH2:10][CH2:9][CH2:8][N:7]2[CH:11]([CH:24]([C:31]3[CH:36]=[CH:35][CH:34]=[CH:33][CH:32]=3)[C:25]3[CH:30]=[CH:29][CH:28]=[CH:27][CH:26]=3)[CH2:12][N:13](CC3C=CC=CC=3OC)[CH2:14][C@@H:6]2[CH2:5]1)(=[O:3])[CH3:2].[ClH:37]. (5) Given the product [C:1]([O:5][C:6]([N:8]1[C@@H:13]([C@@H:14]([OH:26])[C@@H:15]([NH:25][C:34](=[O:36])[CH3:35])[CH2:16][C:17]2[CH:22]=[CH:21][CH:20]=[CH:19][C:18]=2[CH2:23][CH3:24])[CH2:12][O:11][C@@H:10]([O:27][CH2:28][C:29]([CH3:31])([CH3:30])[CH3:32])[C@@H:9]1[CH3:33])=[O:7])([CH3:3])([CH3:4])[CH3:2], predict the reactants needed to synthesize it. The reactants are: [C:1]([O:5][C:6]([N:8]1[C@@H:13]([C@@H:14]([OH:26])[C@@H:15]([NH2:25])[CH2:16][C:17]2[CH:22]=[CH:21][CH:20]=[CH:19][C:18]=2[CH2:23][CH3:24])[CH2:12][O:11][C@@H:10]([O:27][CH2:28][C:29]([CH3:32])([CH3:31])[CH3:30])[C@@H:9]1[CH3:33])=[O:7])([CH3:4])([CH3:3])[CH3:2].[C:34](OC(=O)C)(=[O:36])[CH3:35].C(N(CC)CC)C. (6) The reactants are: [NH2:1][C:2]1[CH:7]=[CH:6][C:5]([C:8]2([C:26]3[CH:31]=[C:30]([CH3:32])[C:29]([O:33][CH3:34])=[C:28]([CH3:35])[CH:27]=3)[C:16]3[C:11](=[CH:12][CH:13]=[CH:14][CH:15]=3)[N:10]([CH2:17][C:18]3[CH:23]=[CH:22][CH:21]=[CH:20][C:19]=3[Cl:24])[C:9]2=[O:25])=[CH:4][CH:3]=1.C(N(CC)C(C)C)(C)C.[C:45](Cl)(=[O:47])[CH3:46]. Given the product [Cl:24][C:19]1[CH:20]=[CH:21][CH:22]=[CH:23][C:18]=1[CH2:17][N:10]1[C:11]2[C:16](=[CH:15][CH:14]=[CH:13][CH:12]=2)[C:8]([C:5]2[CH:6]=[CH:7][C:2]([NH:1][C:45](=[O:47])[CH3:46])=[CH:3][CH:4]=2)([C:26]2[CH:27]=[C:28]([CH3:35])[C:29]([O:33][CH3:34])=[C:30]([CH3:32])[CH:31]=2)[C:9]1=[O:25], predict the reactants needed to synthesize it. (7) Given the product [Br:25][C:26]1[CH:31]=[CH:30][C:29]([N:32]2[CH2:37][CH2:36][N:35]([C:47](=[O:48])[CH2:46][N:43]3[C:44]([CH3:45])=[C:40]([Cl:39])[C:41]([C:50]([F:53])([F:52])[F:51])=[N:42]3)[CH2:34][CH2:33]2)=[CH:28][C:27]=1[CH3:38], predict the reactants needed to synthesize it. The reactants are: CN(C(ON1N=NC2C=CC=NC1=2)=[N+](C)C)C.F[P-](F)(F)(F)(F)F.[Br:25][C:26]1[CH:31]=[CH:30][C:29]([N:32]2[CH2:37][CH2:36][NH:35][CH2:34][CH2:33]2)=[CH:28][C:27]=1[CH3:38].[Cl:39][C:40]1[C:41]([C:50]([F:53])([F:52])[F:51])=[N:42][N:43]([CH2:46][C:47](O)=[O:48])[C:44]=1[CH3:45]. (8) Given the product [CH3:1][N:2]([CH:3]1[CH2:8][CH2:7][C:6]([C:9]2[C:17]3[C:12](=[CH:13][C:14]([N+:18]([O-:20])=[O:19])=[CH:15][CH:16]=3)[NH:11][CH:10]=2)=[CH:5][CH2:4]1)[C:33](=[O:34])[O:32][C:29]([CH3:31])([CH3:30])[CH3:28], predict the reactants needed to synthesize it. The reactants are: [CH3:1][NH:2][CH:3]1[CH2:8][CH2:7][C:6]([C:9]2[C:17]3[C:12](=[CH:13][C:14]([N+:18]([O-:20])=[O:19])=[CH:15][CH:16]=3)[NH:11][CH:10]=2)=[CH:5][CH2:4]1.CCN(CC)CC.[CH3:28][C:29]([O:32][C:33](O[C:33]([O:32][C:29]([CH3:31])([CH3:30])[CH3:28])=[O:34])=[O:34])([CH3:31])[CH3:30]. (9) Given the product [I:1][C:2]1[CH:3]=[C:4]2[C:9](=[CH:10][CH:11]=1)[N:8]=[C:7]([OH:12])[C:6]([CH2:17][CH2:16][C:15]([F:20])([F:19])[F:14])=[C:5]2[OH:13], predict the reactants needed to synthesize it. The reactants are: [I:1][C:2]1[CH:3]=[C:4]2[C:9](=[CH:10][CH:11]=1)[N:8]=[C:7]([OH:12])[CH:6]=[C:5]2[OH:13].[F:14][C:15]([F:20])([F:19])[CH2:16][CH:17]=O.CC1NC(C)=C(C(OCC)=O)CC=1C(OCC)=O.N1C=CC=CC=1. (10) Given the product [N+:1]([C:4]1[CH:5]=[C:6]2[C:11](=[O:12])[N:15]([CH2:16][CH2:17][CH2:18][C:19]([OH:21])=[O:20])[C:8](=[O:10])[C:7]2=[CH:13][CH:14]=1)([O-:3])=[O:2], predict the reactants needed to synthesize it. The reactants are: [N+:1]([C:4]1[CH:5]=[C:6]2[C:11](=[O:12])[O:10][C:8](=O)[C:7]2=[CH:13][CH:14]=1)([O-:3])=[O:2].[NH2:15][CH2:16][CH2:17][CH2:18][C:19]([OH:21])=[O:20].